From a dataset of hERG potassium channel inhibition data for cardiac toxicity prediction from Karim et al.. Regression/Classification. Given a drug SMILES string, predict its toxicity properties. Task type varies by dataset: regression for continuous values (e.g., LD50, hERG inhibition percentage) or binary classification for toxic/non-toxic outcomes (e.g., AMES mutagenicity, cardiotoxicity, hepatotoxicity). Dataset: herg_karim. (1) The molecule is O=C(c1ccccn1)[C@@]12C[C@H]3C=NN(c4ccc(F)cc4)[C@H]3C=C1CCN(S(=O)(=O)c1ccc(C(F)(F)F)cc1)C2. The result is 1 (blocker). (2) The compound is COc1cc2c(Nc3ccc(Br)cc3F)ncnc2cc1OCC1CCN(C(=O)CN(C)C)CC1. The result is 1 (blocker).